From a dataset of Full USPTO retrosynthesis dataset with 1.9M reactions from patents (1976-2016). Predict the reactants needed to synthesize the given product. (1) Given the product [Br:1][C:2]1[CH:7]=[CH:6][CH:5]=[C:4]([CH2:8][CH3:9])[N+:3]=1[O-:12], predict the reactants needed to synthesize it. The reactants are: [Br:1][C:2]1[CH:7]=[CH:6][CH:5]=[C:4]([CH2:8][CH3:9])[N:3]=1.C(OO)(=[O:12])C.[OH-].[K+]. (2) Given the product [N+:64]([C:59]1[C:58]([C:2]#[C:1][C:3]2[CH:4]=[C:5]([NH:9][C:10]([N:12]3[CH2:16][CH2:15][N:14]([C:17]4[CH:22]=[CH:21][CH:20]=[CH:19][CH:18]=4)[C:13]3=[O:23])=[O:11])[CH:6]=[CH:7][CH:8]=2)=[CH:63][CH:62]=[CH:61][N:60]=1)([O-:66])=[O:65], predict the reactants needed to synthesize it. The reactants are: [C:1]([C:3]1[CH:4]=[C:5]([NH:9][C:10]([N:12]2[CH2:16][CH2:15][N:14]([C:17]3[CH:22]=[CH:21][CH:20]=[CH:19][CH:18]=3)[C:13]2=[O:23])=[O:11])[CH:6]=[CH:7][CH:8]=1)#[CH:2].C(NC1N=CC(C#CC2C=C(NC(N3CCN(C4C=CC=CC=4)C3=O)=O)C=CC=2)=CC=1)(=O)C.Br[C:58]1[C:59]([N+:64]([O-:66])=[O:65])=[N:60][CH:61]=[CH:62][CH:63]=1. (3) The reactants are: [Br:1][C:2]1[C:11]2[NH:10][C:9](=[O:12])[C:8]3[S:13][CH:14]=[CH:15][C:7]=3[C:6]=2[C:5]([C:16]2[CH:32]=[CH:31][C:19]([CH2:20][CH2:21][N:22](C)[C:23](=O)OC(C)(C)C)=[C:18]([F:33])[CH:17]=2)=[C:4]([O:34]C)[CH:3]=1.B(Br)(Br)Br.C(Cl)[Cl:41]. Given the product [ClH:41].[Br:1][C:2]1[C:11]2[NH:10][C:9](=[O:12])[C:8]3[S:13][CH:14]=[CH:15][C:7]=3[C:6]=2[C:5]([C:16]2[CH:32]=[CH:31][C:19]([CH2:20][CH2:21][NH:22][CH3:23])=[C:18]([F:33])[CH:17]=2)=[C:4]([OH:34])[CH:3]=1, predict the reactants needed to synthesize it. (4) Given the product [Cl:1][C:2]1[CH:7]=[CH:6][C:5]([C:8]2([C:12]3[C:22]4[C:17](=[CH:18][CH:19]=[C:20]([O:23][CH3:24])[CH:21]=4)[CH2:16][CH2:15][N:14]=3)[CH2:11][CH2:10][CH2:9]2)=[CH:4][CH:3]=1, predict the reactants needed to synthesize it. The reactants are: [Cl:1][C:2]1[CH:7]=[CH:6][C:5]([C:8]2([C:12]([NH:14][CH2:15][CH2:16][C:17]3[CH:22]=[CH:21][C:20]([O:23][CH3:24])=[CH:19][CH:18]=3)=O)[CH2:11][CH2:10][CH2:9]2)=[CH:4][CH:3]=1.P(Cl)(Cl)(Cl)=O. (5) The reactants are: [CH3:1][O:2][C:3](=[O:16])[C:4]1[CH:13]=[C:12]([F:14])[C:7]([C:8]([O:10][CH3:11])=[O:9])=[CH:6][C:5]=1[NH2:15].Br[C:18]1[CH:23]=[CH:22][CH:21]=[CH:20][CH:19]=1.C(=O)([O-])[O-].[Cs+].[Cs+]. Given the product [CH3:11][O:10][C:8](=[O:9])[C:7]1[CH:6]=[C:5]([NH:15][C:18]2[CH:23]=[CH:22][CH:21]=[CH:20][CH:19]=2)[C:4]([C:3]([O:2][CH3:1])=[O:16])=[CH:13][C:12]=1[F:14], predict the reactants needed to synthesize it.